Dataset: Full USPTO retrosynthesis dataset with 1.9M reactions from patents (1976-2016). Task: Predict the reactants needed to synthesize the given product. Given the product [F:1][C:2]1[CH:13]=[C:12]([OH:24])[C:5]2[O:6][C:7]([CH3:11])([CH3:10])[O:8][CH2:9][C:4]=2[CH:3]=1, predict the reactants needed to synthesize it. The reactants are: [F:1][C:2]1[CH:13]=[C:12](C=O)[C:5]2[O:6][C:7]([CH3:11])([CH3:10])[O:8][CH2:9][C:4]=2[CH:3]=1.C1C=C(Cl)C=C(C(OO)=[O:24])C=1.[OH-].[K+].C([O-])(O)=O.[Na+].